From a dataset of NCI-60 drug combinations with 297,098 pairs across 59 cell lines. Regression. Given two drug SMILES strings and cell line genomic features, predict the synergy score measuring deviation from expected non-interaction effect. (1) Drug 1: CN(CCCl)CCCl.Cl. Drug 2: C1CCC(C(C1)N)N.C(=O)(C(=O)[O-])[O-].[Pt+4]. Synergy scores: CSS=34.7, Synergy_ZIP=-0.310, Synergy_Bliss=3.42, Synergy_Loewe=-1.69, Synergy_HSA=2.18. Cell line: KM12. (2) Drug 1: CC12CCC(CC1=CCC3C2CCC4(C3CC=C4C5=CN=CC=C5)C)O. Drug 2: CN1CCC(CC1)COC2=C(C=C3C(=C2)N=CN=C3NC4=C(C=C(C=C4)Br)F)OC. Cell line: SK-OV-3. Synergy scores: CSS=12.7, Synergy_ZIP=-7.00, Synergy_Bliss=0.653, Synergy_Loewe=-12.2, Synergy_HSA=0.0612. (3) Synergy scores: CSS=4.84, Synergy_ZIP=3.58, Synergy_Bliss=8.85, Synergy_Loewe=3.76, Synergy_HSA=5.65. Drug 1: CC1=C(C=C(C=C1)NC2=NC=CC(=N2)N(C)C3=CC4=NN(C(=C4C=C3)C)C)S(=O)(=O)N.Cl. Cell line: NCI-H460. Drug 2: CC12CCC(CC1=CCC3C2CCC4(C3CC=C4C5=CN=CC=C5)C)O. (4) Drug 2: C1=NC2=C(N1)C(=S)N=C(N2)N. Cell line: BT-549. Synergy scores: CSS=33.4, Synergy_ZIP=-4.84, Synergy_Bliss=-3.68, Synergy_Loewe=-5.13, Synergy_HSA=1.46. Drug 1: CC1OCC2C(O1)C(C(C(O2)OC3C4COC(=O)C4C(C5=CC6=C(C=C35)OCO6)C7=CC(=C(C(=C7)OC)O)OC)O)O. (5) Drug 1: CN(CC1=CN=C2C(=N1)C(=NC(=N2)N)N)C3=CC=C(C=C3)C(=O)NC(CCC(=O)O)C(=O)O. Drug 2: C1=NC2=C(N=C(N=C2N1C3C(C(C(O3)CO)O)O)F)N. Cell line: MALME-3M. Synergy scores: CSS=10.2, Synergy_ZIP=-4.61, Synergy_Bliss=-5.73, Synergy_Loewe=2.52, Synergy_HSA=-1.95. (6) Drug 1: C1CCC(C1)C(CC#N)N2C=C(C=N2)C3=C4C=CNC4=NC=N3. Drug 2: CC(C)NC(=O)C1=CC=C(C=C1)CNNC.Cl. Cell line: IGROV1. Synergy scores: CSS=6.70, Synergy_ZIP=-1.48, Synergy_Bliss=1.94, Synergy_Loewe=-6.61, Synergy_HSA=-0.656. (7) Drug 1: C1CC(=O)NC(=O)C1N2CC3=C(C2=O)C=CC=C3N. Drug 2: C(CCl)NC(=O)N(CCCl)N=O. Cell line: IGROV1. Synergy scores: CSS=11.8, Synergy_ZIP=-4.32, Synergy_Bliss=0.797, Synergy_Loewe=2.92, Synergy_HSA=2.95.